From a dataset of Peptide-MHC class II binding affinity with 134,281 pairs from IEDB. Regression. Given a peptide amino acid sequence and an MHC pseudo amino acid sequence, predict their binding affinity value. This is MHC class II binding data. (1) The peptide sequence is SVEESEMFMPRSIGG. The MHC is DRB1_0301 with pseudo-sequence DRB1_0301. The binding affinity (normalized) is 0. (2) The peptide sequence is YFPPPAAKEDFLGCL. The MHC is DRB1_1302 with pseudo-sequence DRB1_1302. The binding affinity (normalized) is 0.163. (3) The peptide sequence is NKELRLMYVNCVKKN. The binding affinity (normalized) is 0.539. The MHC is HLA-DPA10201-DPB10501 with pseudo-sequence HLA-DPA10201-DPB10501. (4) The peptide sequence is QWHKEGSSIGKLFTQ. The MHC is DRB5_0101 with pseudo-sequence DRB5_0101. The binding affinity (normalized) is 0.834. (5) The peptide sequence is YDKFDANVSTVLTGK. The MHC is DRB1_0404 with pseudo-sequence DRB1_0404. The binding affinity (normalized) is 0.327.